From a dataset of Forward reaction prediction with 1.9M reactions from USPTO patents (1976-2016). Predict the product of the given reaction. (1) Given the reactants [F:1][C:2]([F:12])([F:11])[C:3]1[N:4]=[CH:5][S:6][C:7]=1[C:8](O)=[O:9].[Cl:13][C:14]1[CH:15]=[C:16]([CH:18]=[CH:19][CH:20]=1)[NH2:17].C(N(CC)CC)C, predict the reaction product. The product is: [Cl:13][C:14]1[CH:15]=[C:16]([NH:17][C:8]([C:7]2[S:6][CH:5]=[N:4][C:3]=2[C:2]([F:12])([F:11])[F:1])=[O:9])[CH:18]=[CH:19][CH:20]=1. (2) Given the reactants Cl[C:2]1[CH:14]=[CH:13][C:12]([CH3:15])=[CH:11][C:3]=1[O:4][C@@H:5]([CH3:10])[C:6]([O:8][CH3:9])=[O:7].[Cl:16]C1C=CC(O)=CC=1C, predict the reaction product. The product is: [Cl:16][C:13]1[CH:14]=[CH:2][C:3]([O:4][C@@H:5]([CH3:10])[C:6]([O:8][CH3:9])=[O:7])=[CH:11][C:12]=1[CH3:15]. (3) Given the reactants [C:1]([O:5][C:6]([NH:8][C@H:9]([C@H:13]([CH3:16])[CH2:14][CH3:15])[C:10]([OH:12])=O)=[O:7])([CH3:4])([CH3:3])[CH3:2].CN(C(ON1N=N[C:27]2[CH:28]=[CH:29][CH:30]=[N:31][C:26]1=2)=[N+](C)C)C.F[P-](F)(F)(F)(F)F.C1(N)CCCC1.CCN(CC)CC, predict the reaction product. The product is: [CH:26]1([NH:31][C:10](=[O:12])[C@H:9]([NH:8][C:6](=[O:7])[O:5][C:1]([CH3:2])([CH3:3])[CH3:4])[C@H:13]([CH3:16])[CH2:14][CH3:15])[CH2:27][CH2:28][CH2:29][CH2:30]1. (4) Given the reactants [CH3:1][C@@H:2]1[N:7]([C:8]([O:10][CH2:11][CH:12]=[CH2:13])=[O:9])[CH2:6][CH2:5][C:4]([C:14]([O:16]CC)=O)=[CH:3]1.Br[CH2:20][Cl:21].C([Li])CCC.CCCCCC.P([O-])([O-])([O-])=O, predict the reaction product. The product is: [Cl:21][CH2:20][C:14]([C:4]1[CH2:5][CH2:6][N:7]([C:8]([O:10][CH2:11][CH:12]=[CH2:13])=[O:9])[C@@H:2]([CH3:1])[CH:3]=1)=[O:16]. (5) The product is: [C:21]([C:2]1[CH:7]=[CH:6][C:5]([C@@H:8]2[O:13][CH2:12][CH2:11][N:10]([C:14]([O:16][C:17]([CH3:20])([CH3:19])[CH3:18])=[O:15])[CH2:9]2)=[CH:4][CH:3]=1)#[N:22]. Given the reactants Br[C:2]1[CH:7]=[CH:6][C:5]([C@@H:8]2[O:13][CH2:12][CH2:11][N:10]([C:14]([O:16][C:17]([CH3:20])([CH3:19])[CH3:18])=[O:15])[CH2:9]2)=[CH:4][CH:3]=1.[CH3:21][N:22](C)C=O, predict the reaction product. (6) Given the reactants [CH3:1][O:2][C:3]1[N:8]=[C:7]([CH3:9])[C:6]([C:10]2[N:11](S(C(F)(F)F)(=O)=O)[C:12]3[C:17]([CH:18]=2)=[CH:16][C:15]([C:19]2[CH:26]=[CH:25][C:22]([C:23]#[N:24])=[CH:21][C:20]=2[CH3:27])=[CH:14][CH:13]=3)=[CH:5][CH:4]=1.[OH-].[Na+], predict the reaction product. The product is: [CH3:1][O:2][C:3]1[N:8]=[C:7]([CH3:9])[C:6]([C:10]2[NH:11][C:12]3[C:17]([CH:18]=2)=[CH:16][C:15]([C:19]2[CH:26]=[CH:25][C:22]([C:23]#[N:24])=[CH:21][C:20]=2[CH3:27])=[CH:14][CH:13]=3)=[CH:5][CH:4]=1.